This data is from Peptide-MHC class I binding affinity with 185,985 pairs from IEDB/IMGT. The task is: Regression. Given a peptide amino acid sequence and an MHC pseudo amino acid sequence, predict their binding affinity value. This is MHC class I binding data. (1) The peptide sequence is SMLIEVILTA. The MHC is HLA-A02:01 with pseudo-sequence HLA-A02:01. The binding affinity (normalized) is 0.383. (2) The peptide sequence is FQPRNGQFI. The MHC is H-2-Db with pseudo-sequence H-2-Db. The binding affinity (normalized) is 0.646. (3) The peptide sequence is FPYLVAYQA. The MHC is HLA-B54:01 with pseudo-sequence HLA-B54:01. The binding affinity (normalized) is 0.983.